This data is from Full USPTO retrosynthesis dataset with 1.9M reactions from patents (1976-2016). The task is: Predict the reactants needed to synthesize the given product. Given the product [CH2:1]([N:4]([C:16]([CH3:23])([CH3:22])[C:17]([OH:19])=[O:18])[NH:5][C:6](=[O:15])[NH:7][CH2:8][C:9]1[CH:14]=[CH:13][CH:12]=[CH:11][CH:10]=1)[CH:2]=[CH2:3], predict the reactants needed to synthesize it. The reactants are: [CH2:1]([N:4]([C:16]([CH3:23])([CH3:22])[C:17]([O:19]CC)=[O:18])[NH:5][C:6](=[O:15])[NH:7][CH2:8][C:9]1[CH:14]=[CH:13][CH:12]=[CH:11][CH:10]=1)[CH:2]=[CH2:3].O.[OH-].[Li+].